This data is from Forward reaction prediction with 1.9M reactions from USPTO patents (1976-2016). The task is: Predict the product of the given reaction. (1) Given the reactants [CH2:1]([NH:3][C:4]1[NH:8][C:7]([C:9]2[CH:14]=[CH:13][C:12]([F:15])=[CH:11][CH:10]=2)=[N:6][C:5]=1[C:16]1[CH:21]=[CH:20][CH:19]=[CH:18][CH:17]=1)[CH3:2].[CH:22](OCC)=[O:23], predict the reaction product. The product is: [CH:22]([CH2:2][CH2:1][NH:3][C:4]1[NH:8][C:7]([C:9]2[CH:14]=[CH:13][C:12]([F:15])=[CH:11][CH:10]=2)=[N:6][C:5]=1[C:16]1[CH:21]=[CH:20][CH:19]=[CH:18][CH:17]=1)=[O:23]. (2) Given the reactants [NH2:1][C:2]1[CH:7]=[C:6]([O:8][C:9]2[CH:14]=[CH:13][C:12]([NH2:15])=[C:11]([F:16])[CH:10]=2)[N:5]=[CH:4][N:3]=1.C(=O)([O-])O.[Na+].Cl[C:23]([O:25][CH2:26][C:27]1[CH:32]=[CH:31][CH:30]=[CH:29][CH:28]=1)=[O:24], predict the reaction product. The product is: [NH2:1][C:2]1[N:3]=[CH:4][N:5]=[C:6]([O:8][C:9]2[CH:14]=[CH:13][C:12]([NH:15][C:23](=[O:24])[O:25][CH2:26][C:27]3[CH:32]=[CH:31][CH:30]=[CH:29][CH:28]=3)=[C:11]([F:16])[CH:10]=2)[CH:7]=1. (3) Given the reactants [CH3:1][C:2]1([CH3:18])[O:17][C:6]2=[CH:7][C:8]3[C:9]([CH3:16])=[CH:10][C:11]([CH3:15])=[N:12][C:13]=3[CH:14]=[C:5]2[CH:4]=[CH:3]1.ClC1C=CC=[C:22]([C:26]([O:28]O)=[O:27])C=1.CO.S([O-])([O-])(=O)=S.[Na+].[Na+], predict the reaction product. The product is: [C:26]([O:28][CH2:15][C:11]1[CH:10]=[C:9]([CH3:16])[C:8]2[CH:7]=[C:6]3[O:17][C:2]([CH3:18])([CH3:1])[CH:3]=[CH:4][C:5]3=[CH:14][C:13]=2[N:12]=1)(=[O:27])[CH3:22]. (4) Given the reactants [CH3:1][O:2][C:3]([C:5]1[C:6]2[CH:7](O)[C:8]([CH3:24])([CH3:23])[CH:9]([C:16]3[CH:21]=[CH:20][CH:19]=[C:18]([Br:22])[CH:17]=3)[NH:10][C:11]=2[C:12]([Cl:15])=[CH:13][CH:14]=1)=[O:4].C([SiH](CC)CC)C, predict the reaction product. The product is: [CH3:1][O:2][C:3]([C:5]1[C:6]2[CH2:7][C:8]([CH3:24])([CH3:23])[CH:9]([C:16]3[CH:21]=[CH:20][CH:19]=[C:18]([Br:22])[CH:17]=3)[NH:10][C:11]=2[C:12]([Cl:15])=[CH:13][CH:14]=1)=[O:4]. (5) Given the reactants [CH3:1][S:2](Cl)(=[O:4])=[O:3].[CH2:6]([O:13][C:14]1[CH:38]=[CH:37][C:36]([O:39][CH2:40][CH2:41][N:42]2[CH2:47][CH2:46][NH:45][CH2:44][CH2:43]2)=[CH:35][C:15]=1[C:16]([NH:18][C:19]1[CH:28]=[C:27]([C:29]2[CH:34]=[CH:33][CH:32]=[CH:31][CH:30]=2)[CH:26]=[CH:25][C:20]=1[C:21]([O:23][CH3:24])=[O:22])=[O:17])[C:7]1[CH:12]=[CH:11][CH:10]=[CH:9][CH:8]=1, predict the reaction product. The product is: [CH2:6]([O:13][C:14]1[CH:38]=[CH:37][C:36]([O:39][CH2:40][CH2:41][N:42]2[CH2:47][CH2:46][N:45]([S:2]([CH3:1])(=[O:4])=[O:3])[CH2:44][CH2:43]2)=[CH:35][C:15]=1[C:16]([NH:18][C:19]1[CH:28]=[C:27]([C:29]2[CH:34]=[CH:33][CH:32]=[CH:31][CH:30]=2)[CH:26]=[CH:25][C:20]=1[C:21]([O:23][CH3:24])=[O:22])=[O:17])[C:7]1[CH:8]=[CH:9][CH:10]=[CH:11][CH:12]=1. (6) Given the reactants [Br:1][CH2:2][C@H:3]([CH3:6])[CH2:4][OH:5].N1C=CN=C1.[C:12]([Si:16](Cl)([C:23]1[CH:28]=[CH:27][CH:26]=[CH:25][CH:24]=1)[C:17]1[CH:22]=[CH:21][CH:20]=[CH:19][CH:18]=1)([CH3:15])([CH3:14])[CH3:13].[Cl-].[NH4+], predict the reaction product. The product is: [Br:1][CH2:2][C@H:3]([CH3:6])[CH2:4][O:5][Si:16]([C:12]([CH3:15])([CH3:14])[CH3:13])([C:23]1[CH:24]=[CH:25][CH:26]=[CH:27][CH:28]=1)[C:17]1[CH:22]=[CH:21][CH:20]=[CH:19][CH:18]=1.